From a dataset of Forward reaction prediction with 1.9M reactions from USPTO patents (1976-2016). Predict the product of the given reaction. (1) Given the reactants [CH:1]1[C:13]2[CH:12]([CH2:14][O:15][C:16](=[O:37])[NH:17][C:18]3[CH:23]=[CH:22][C:21]([S:24][C:25]4[CH:30]=[CH:29][C:28]([C:31](Cl)=[O:32])=[CH:27][C:26]=4[N+:34]([O-])=O)=[CH:20][CH:19]=3)[C:11]3[C:6](=[CH:7][CH:8]=[CH:9][CH:10]=3)[C:5]=2[CH:4]=[CH:3][CH:2]=1.[F:38][C:39]([F:47])([F:46])[C:40]1[N:41]=[C:42]([NH2:45])[S:43][CH:44]=1.ClC1C=CC(N)=NC=1, predict the reaction product. The product is: [CH:1]1[C:13]2[CH:12]([CH2:14][O:15][C:16](=[O:37])[NH:17][C:18]3[CH:23]=[CH:22][C:21]([S:24][C:25]4[CH:30]=[CH:29][C:28]([C:31](=[O:32])[NH:45][C:42]5[S:43][CH:44]=[C:40]([C:39]([F:47])([F:46])[F:38])[N:41]=5)=[CH:27][C:26]=4[NH2:34])=[CH:20][CH:19]=3)[C:11]3[C:6](=[CH:7][CH:8]=[CH:9][CH:10]=3)[C:5]=2[CH:4]=[CH:3][CH:2]=1. (2) Given the reactants [F:1][C:2]([F:23])([F:22])[C:3]1[C:4]([CH:9]2[CH2:14][CH2:13][N:12](C(OC(C)(C)C)=O)[CH2:11][CH2:10]2)=[N:5][CH:6]=[CH:7][CH:8]=1.FC(F)(F)C(O)=O.C(=O)(O)[O-].[Na+], predict the reaction product. The product is: [NH:12]1[CH2:11][CH2:10][CH:9]([C:4]2[C:3]([C:2]([F:23])([F:1])[F:22])=[CH:8][CH:7]=[CH:6][N:5]=2)[CH2:14][CH2:13]1. (3) Given the reactants [CH3:1][C:2]1[N:7]=[C:6]([O:8][C:9]2[CH:17]=[CH:16][C:12]([C:13](O)=[O:14])=[CH:11][CH:10]=2)[CH:5]=[CH:4][C:3]=1[CH2:18][N:19]1[CH2:24][CH2:23][CH:22]([N:25]2[C@H:29]([C:30]3[CH:35]=[CH:34][CH:33]=[CH:32][CH:31]=3)[CH2:28][N:27]([CH:36]3[CH2:41][CH2:40][O:39][CH2:38][CH2:37]3)[C:26]2=[O:42])[CH2:21][CH2:20]1.[H-].[H-].[H-].[H-].[Li+].[Al+3].O.[OH-].[Na+], predict the reaction product. The product is: [OH:14][CH2:13][C:12]1[CH:11]=[CH:10][C:9]([O:8][C:6]2[N:7]=[C:2]([CH3:1])[C:3]([CH2:18][N:19]3[CH2:24][CH2:23][CH:22]([N:25]4[C@H:29]([C:30]5[CH:35]=[CH:34][CH:33]=[CH:32][CH:31]=5)[CH2:28][N:27]([CH:36]5[CH2:41][CH2:40][O:39][CH2:38][CH2:37]5)[C:26]4=[O:42])[CH2:21][CH2:20]3)=[CH:4][CH:5]=2)=[CH:17][CH:16]=1. (4) Given the reactants [CH:1]([CH:3]([CH:6]([CH3:8])[CH3:7])[C:4]#[N:5])=O.O.[NH2:10][NH2:11].C(O)(=O)C, predict the reaction product. The product is: [CH:6]([C:3]1[C:4]([NH2:5])=[N:10][NH:11][CH:1]=1)([CH3:8])[CH3:7]. (5) Given the reactants [CH2:1]([NH:8]/[CH:9]=[CH:10]/[C:11](=[O:17])[CH:12]([O:15][CH3:16])[O:13][CH3:14])[C:2]1[CH:7]=[CH:6][CH:5]=[CH:4][CH:3]=1.[BH4-].[Na+], predict the reaction product. The product is: [CH2:1]([NH:8][CH2:9][CH2:10][CH:11]([OH:17])[CH:12]([O:15][CH3:16])[O:13][CH3:14])[C:2]1[CH:7]=[CH:6][CH:5]=[CH:4][CH:3]=1. (6) Given the reactants [Cl:1][C:2]1[CH:7]=[CH:6][C:5]([C:8](=O)[C:9](=[C:16]2SCS2)[C:10]2[CH:15]=[CH:14][N:13]=[CH:12][CH:11]=2)=[CH:4][CH:3]=1.[CH3:21][CH:22]1[CH2:27][NH:26][CH2:25][CH:24]([CH3:28])[NH:23]1.[NH2:29][NH2:30], predict the reaction product. The product is: [Cl:1][C:2]1[CH:7]=[CH:6][C:5]([C:8]2[NH:30][N:29]=[C:16]([N:26]3[CH2:25][CH:24]([CH3:28])[NH:23][CH:22]([CH3:21])[CH2:27]3)[C:9]=2[C:10]2[CH:15]=[CH:14][N:13]=[CH:12][CH:11]=2)=[CH:4][CH:3]=1.